This data is from Forward reaction prediction with 1.9M reactions from USPTO patents (1976-2016). The task is: Predict the product of the given reaction. (1) Given the reactants [H-].[Na+].[C:3]1([CH:9]2[C:18]3[C:13](=[CH:14][CH:15]=[CH:16][CH:17]=3)[NH:12][C:11](=[O:19])[CH2:10]2)[CH:8]=[CH:7][CH:6]=[CH:5][CH:4]=1.[CH2:20]1COCC1, predict the reaction product. The product is: [CH3:20][N:12]1[C:13]2[C:18](=[CH:17][CH:16]=[CH:15][CH:14]=2)[CH:9]([C:3]2[CH:4]=[CH:5][CH:6]=[CH:7][CH:8]=2)[CH2:10][C:11]1=[O:19]. (2) Given the reactants Cl[C:2]1[CH:7]=[CH:6][N:5]=[C:4]2[CH:8]=[C:9]([C:11]3[CH:16]=[CH:15][C:14]([CH3:17])=[CH:13][CH:12]=3)[O:10][C:3]=12.[CH3:18][C:19]1[C:27]([NH2:28])=[CH:26][CH:25]=[C:24]2[C:20]=1[CH:21]=[CH:22][NH:23]2, predict the reaction product. The product is: [CH3:18][C:19]1[C:27]([NH:28][C:2]2[CH:7]=[CH:6][N:5]=[C:4]3[CH:8]=[C:9]([C:11]4[CH:16]=[CH:15][C:14]([CH3:17])=[CH:13][CH:12]=4)[O:10][C:3]=23)=[CH:26][CH:25]=[C:24]2[C:20]=1[CH:21]=[CH:22][NH:23]2. (3) Given the reactants [C:1]([O:5][C:6](=[O:15])[NH:7][C:8]1[S:12][C:11]([Cl:13])=[N:10][C:9]=1[Cl:14])([CH3:4])([CH3:3])[CH3:2].C(N(CC)CC)C.[CH3:23][S:24][CH2:25][CH2:26][C:27](Cl)=[O:28], predict the reaction product. The product is: [C:1]([O:5][C:6](=[O:15])[N:7]([C:8]1[S:12][C:11]([Cl:13])=[N:10][C:9]=1[Cl:14])[C:27](=[O:28])[CH2:26][CH2:25][S:24][CH3:23])([CH3:4])([CH3:2])[CH3:3]. (4) Given the reactants C(OC([N:8]1[CH2:17][CH2:16][C:15]2[C:10](=[CH:11][CH:12]=[CH:13][C:14]=2[N:18]([CH2:25][C:26]([N:28]2[CH2:33][CH2:32][N:31]([CH3:34])[CH2:30][CH:29]2[C:35]2[CH:40]=[CH:39][CH:38]=[CH:37][CH:36]=2)=[O:27])[C:19](=[O:24])[C:20]([F:23])([F:22])[F:21])[CH2:9]1)=O)(C)(C)C.[ClH:41], predict the reaction product. The product is: [ClH:41].[ClH:41].[F:22][C:20]([F:21])([F:23])[C:19]([N:18]([CH2:25][C:26]([N:28]1[CH2:33][CH2:32][N:31]([CH3:34])[CH2:30][CH:29]1[C:35]1[CH:36]=[CH:37][CH:38]=[CH:39][CH:40]=1)=[O:27])[C:14]1[CH:13]=[CH:12][CH:11]=[C:10]2[C:15]=1[CH2:16][CH2:17][NH:8][CH2:9]2)=[O:24]. (5) Given the reactants [Br:1]N1C(=O)CCC1=O.C([O:12][C:13]1[CH:22]=[C:21]2[C:16]([C:17](=[O:34])[C:18]([CH3:33])=[C:19]([CH:23]3[CH2:28][CH2:27][N:26]([C:29](=[O:32])[CH2:30][CH3:31])[CH2:25][CH2:24]3)[O:20]2)=[CH:15][CH:14]=1)C=C.O, predict the reaction product. The product is: [Br:1][C:22]1[C:13]([OH:12])=[CH:14][CH:15]=[C:16]2[C:21]=1[O:20][C:19]([CH:23]1[CH2:28][CH2:27][N:26]([C:29](=[O:32])[CH2:30][CH3:31])[CH2:25][CH2:24]1)=[C:18]([CH3:33])[C:17]2=[O:34]. (6) Given the reactants [S:1]1[C:5]2[CH:6]=[CH:7][CH:8]=[CH:9][C:4]=2[NH:3][C:2]1=[C:10]([C:14]#[N:15])[C:11]([NH2:13])=[NH:12].[F:16][C:17]([F:28])([F:27])[C:18](=O)[CH2:19][C:20](=O)[C:21]([CH3:24])([CH3:23])[CH3:22].[O-]CC.[Na+], predict the reaction product. The product is: [S:1]1[C:5]2[CH:6]=[CH:7][CH:8]=[CH:9][C:4]=2[NH:3][C:2]1=[C:10]([C:11]1[N:13]=[C:20]([C:21]([CH3:22])([CH3:23])[CH3:24])[CH:19]=[C:18]([C:17]([F:16])([F:27])[F:28])[N:12]=1)[C:14]#[N:15].